From a dataset of Forward reaction prediction with 1.9M reactions from USPTO patents (1976-2016). Predict the product of the given reaction. (1) Given the reactants [NH2:1][C:2]1[CH:7]=[C:6]([CH2:8][CH3:9])[CH:5]=[CH:4][C:3]=1[C:10]([N:12]1[CH2:17][CH2:16][CH2:15][CH2:14][CH2:13]1)=[O:11].O.O.Cl[Sn]Cl.C(C1C=CC(C(N2CCCCC2)=O)=C([N+]([O-])=O)C=1)C.Cl[S:43]([C:46]1[C:54]2[C:50](=[N:51][S:52][N:53]=2)[CH:49]=[CH:48][CH:47]=1)(=[O:45])=[O:44], predict the reaction product. The product is: [CH2:8]([C:6]1[CH:5]=[CH:4][C:3]([C:10]([N:12]2[CH2:17][CH2:16][CH2:15][CH2:14][CH2:13]2)=[O:11])=[C:2]([NH:1][S:43]([C:46]2[C:54]3=[N:53][S:52][N:51]=[C:50]3[CH:49]=[CH:48][CH:47]=2)(=[O:45])=[O:44])[CH:7]=1)[CH3:9]. (2) Given the reactants [CH3:1][O:2][C:3]1[CH:8]=[C:7]([O:9][CH2:10][O:11][CH2:12][CH2:13][O:14][CH3:15])[CH:6]=[CH:5][C:4]=1[CH:16]=[CH2:17].C12BC(CCC1)CCC2.[OH:27]O.[OH-].[Na+], predict the reaction product. The product is: [CH3:1][O:2][C:3]1[CH:8]=[C:7]([O:9][CH2:10][O:11][CH2:12][CH2:13][O:14][CH3:15])[CH:6]=[CH:5][C:4]=1[CH2:16][CH2:17][OH:27]. (3) Given the reactants Br[C:2]1[CH:3]=[C:4]2[C:8](=[C:9]([C:11]([NH2:13])=[O:12])[CH:10]=1)[NH:7][CH:6]=[C:5]2[C@@H:14]1[CH2:19][CH2:18][S:17](=[O:21])(=[O:20])[C@@H:16]([CH:22]([CH3:24])[CH3:23])[CH2:15]1.[O:25]1[CH:29]=[CH:28][C:27](B(O)O)=[CH:26]1.C([O-])([O-])=O.[K+].[K+], predict the reaction product. The product is: [O:25]1[CH:29]=[CH:28][C:27]([C:2]2[CH:3]=[C:4]3[C:8](=[C:9]([C:11]([NH2:13])=[O:12])[CH:10]=2)[NH:7][CH:6]=[C:5]3[C@@H:14]2[CH2:19][CH2:18][S:17](=[O:21])(=[O:20])[C@@H:16]([CH:22]([CH3:23])[CH3:24])[CH2:15]2)=[CH:26]1. (4) Given the reactants [CH2:1]([O:3][C:4]([C:6]1[NH:7][C:8]([CH3:21])=[C:9]([C:12]2[CH:17]=[CH:16][C:15]([C:18]([OH:20])=O)=[CH:14][CH:13]=2)[C:10]=1[CH3:11])=[O:5])[CH3:2].C(Cl)(=O)C(Cl)=O.[CH3:28][O:29][C:30]1[CH:31]=[C:32]([NH2:36])[CH:33]=[CH:34][CH:35]=1.C(=O)(O)[O-].[Na+], predict the reaction product. The product is: [CH2:1]([O:3][C:4]([C:6]1[NH:7][C:8]([CH3:21])=[C:9]([C:12]2[CH:13]=[CH:14][C:15]([C:18](=[O:20])[NH:36][C:32]3[CH:33]=[CH:34][CH:35]=[C:30]([O:29][CH3:28])[CH:31]=3)=[CH:16][CH:17]=2)[C:10]=1[CH3:11])=[O:5])[CH3:2]. (5) Given the reactants [OH-].[Na+].Cl.Cl.[Cl:5][C:6]1[C:10]([NH:11][CH2:12][CH3:13])=[CH:9][N:8]([C:14]2[CH:15]=[N:16][CH:17]=[CH:18][CH:19]=2)[N:7]=1, predict the reaction product. The product is: [Cl:5][C:6]1[C:10]([NH:11][CH2:12][CH3:13])=[CH:9][N:8]([C:14]2[CH:15]=[N:16][CH:17]=[CH:18][CH:19]=2)[N:7]=1. (6) Given the reactants [Cl:1][C:2]1[CH:3]=[CH:4][C:5]([N:8]2[CH:16]([OH:17])[C:15]3[C:10](=[N:11][CH:12]=[CH:13][N:14]=3)[C:9]2=[O:18])=[N:6][CH:7]=1.Cl.Cl[C:21]([N:23]1[CH2:28][CH2:27][N:26]([CH3:29])[CH2:25][CH2:24]1)=[O:22], predict the reaction product. The product is: [CH3:29][N:26]1[CH2:27][CH2:28][N:23]([C:21]([O:18][CH:9]2[N:8]([C:5]3[CH:4]=[CH:3][C:2]([Cl:1])=[CH:7][N:6]=3)[C:16](=[O:17])[C:15]3[N:14]=[CH:13][CH:12]=[N:11][C:10]2=3)=[O:22])[CH2:24][CH2:25]1.